From a dataset of Catalyst prediction with 721,799 reactions and 888 catalyst types from USPTO. Predict which catalyst facilitates the given reaction. (1) Reactant: [NH2:1][CH:2]1[CH2:14][O:13][C:12]2[CH:11]=[CH:10][C:9]3[CH2:8][NH:7][C:6](=[O:15])[C:5]=3[C:4]=2[CH2:3]1.F[C:17]1[CH:18]=[C:19]2[C:23](=[CH:24][CH:25]=1)[NH:22][CH:21]=[C:20]2[CH2:26][CH2:27][CH2:28]C=O.C(O)(=O)C.[BH3-][C:36]#[N:37].[Na+]. Product: [O:15]=[C:6]1[C:5]2[C:4]3[CH2:3][CH:2]([NH:1][CH2:28][CH2:27][CH2:26][C:20]4[C:19]5[C:23](=[CH:24][CH:25]=[C:17]([C:36]#[N:37])[CH:18]=5)[NH:22][CH:21]=4)[CH2:14][O:13][C:12]=3[CH:11]=[CH:10][C:9]=2[CH2:8][NH:7]1. The catalyst class is: 5. (2) Reactant: [O-][N+:2]1[CH:7]=[CH:6][CH:5]=[C:4]([N:8]2[C:12]3[C:13]4[CH:14]=[CH:15][CH:16]=[CH:17][C:18]=4[S:19](=[O:22])(=[O:21])[CH2:20][C:11]=3[C:10]([C:23]([O:25][CH2:26][CH3:27])=[O:24])=[N:9]2)[CH:3]=1. Product: [C:23]([O:25][CH2:26][C:7]1[N:2]=[CH:3][C:4]([N:8]2[C:12]3[C:13]4[CH:14]=[CH:15][CH:16]=[CH:17][C:18]=4[S:19](=[O:22])(=[O:21])[CH2:20][C:11]=3[C:10]([C:23]([O:25][CH2:26][CH3:27])=[O:24])=[N:9]2)=[CH:5][CH:6]=1)(=[O:24])[CH3:10]. The catalyst class is: 152.